Dataset: Reaction yield outcomes from USPTO patents with 853,638 reactions. Task: Predict the reaction yield, written as a fraction of the theoretical maximum amount of product (1.0 means a 100% yield; for example, 0.34 means a 34% yield). (1) The yield is 0.750. The reactants are CC1C=CC(S(O[CH2:12][CH2:13][C:14]2[O:15][C:16]3[C:22]([Cl:23])=[CH:21][C:20]([Br:24])=[CH:19][C:17]=3[CH:18]=2)(=O)=O)=CC=1.[CH3:25][O:26][CH:27]([O:30][CH3:31])[CH2:28][NH2:29].O. The catalyst is O1CCOCC1. The product is [Br:24][C:20]1[CH:21]=[C:22]([Cl:23])[C:16]2[O:15][C:14]([CH2:13][CH2:12][NH:29][CH2:28][CH:27]([O:30][CH3:31])[O:26][CH3:25])=[CH:18][C:17]=2[CH:19]=1. (2) The reactants are [C:1]1([CH3:16])[CH:6]=[CH:5][CH:4]=[C:3]([C:7]2[O:8][C:9]3[CH2:10][NH:11][CH2:12][CH2:13][C:14]=3[N:15]=2)[CH:2]=1.Br[C:18]1[CH:23]=[CH:22][CH:21]=[CH:20][N:19]=1.C(O[Na])(C)(C)C. The catalyst is CC(O)(C)C.CO.C1C=CC(/C=C/C(/C=C/C2C=CC=CC=2)=O)=CC=1.C1C=CC(/C=C/C(/C=C/C2C=CC=CC=2)=O)=CC=1.C1C=CC(/C=C/C(/C=C/C2C=CC=CC=2)=O)=CC=1.[Pd].[Pd].C1C=CC(P(C2C(C3C(P(C4C=CC=CC=4)C4C=CC=CC=4)=CC=C4C=3C=CC=C4)=C3C(C=CC=C3)=CC=2)C2C=CC=CC=2)=CC=1. The product is [N:19]1[CH:20]=[CH:21][CH:22]=[CH:23][C:18]=1[N:11]1[CH2:12][CH2:13][C:14]2[N:15]=[C:7]([C:3]3[CH:2]=[C:1]([CH3:16])[CH:6]=[CH:5][CH:4]=3)[O:8][C:9]=2[CH2:10]1. The yield is 0.440.